The task is: Predict which catalyst facilitates the given reaction.. This data is from Catalyst prediction with 721,799 reactions and 888 catalyst types from USPTO. (1) Reactant: Cl[C:2]1[C:11]2[N:12]=[C:13]([C:30]3[CH:35]=[CH:34][CH:33]=[CH:32][CH:31]=3)[N:14]([CH2:15][CH2:16][CH:17]3[CH2:22][CH2:21][N:20]([C:23]([O:25][C:26]([CH3:29])([CH3:28])[CH3:27])=[O:24])[CH2:19][CH2:18]3)[C:10]=2[C:9]2[CH:8]=[CH:7][CH:6]=[CH:5][C:4]=2[N:3]=1.NC(N)=[S:38].C(O)C. Product: [SH:38][C:2]1[C:11]2[N:12]=[C:13]([C:30]3[CH:35]=[CH:34][CH:33]=[CH:32][CH:31]=3)[N:14]([CH2:15][CH2:16][CH:17]3[CH2:22][CH2:21][N:20]([C:23]([O:25][C:26]([CH3:29])([CH3:28])[CH3:27])=[O:24])[CH2:19][CH2:18]3)[C:10]=2[C:9]2[CH:8]=[CH:7][CH:6]=[CH:5][C:4]=2[N:3]=1. The catalyst class is: 66. (2) Reactant: Br[C:2]1[CH:3]=[CH:4][C:5]([Cl:17])=[C:6]([CH:16]=1)[CH2:7][O:8][Si:9]([C:12]([CH3:15])([CH3:14])[CH3:13])([CH3:11])[CH3:10].C([Li])CCC.CN([CH:26]=[O:27])C. Product: [Si:9]([O:8][CH2:7][C:6]1[CH:16]=[C:2]([CH:3]=[CH:4][C:5]=1[Cl:17])[CH:26]=[O:27])([C:12]([CH3:15])([CH3:14])[CH3:13])([CH3:11])[CH3:10]. The catalyst class is: 1. (3) Reactant: [F:1][C:2]1[CH:7]=[CH:6][C:5]([OH:8])=[CH:4][CH:3]=1.[H-].[Na+].[N:11]1[C:18]([Cl:19])=[N:17][C:15](Cl)=[N:14][C:12]=1[Cl:13]. Product: [Cl:13][C:12]1[N:11]=[C:18]([Cl:19])[N:17]=[C:15]([O:8][C:5]2[CH:6]=[CH:7][C:2]([F:1])=[CH:3][CH:4]=2)[N:14]=1. The catalyst class is: 7. (4) Reactant: [CH3:1][CH2:2][NH:3][C:4]([C@H:6]1[N:10]([C:11]([C@@H:13]([NH:21][C:22]([C@@H:24]([NH:29][C:30]([C@H:32]([NH:37][C:38]([C@@H:40]([NH:49][C:50]([C@@H:52]([NH:55][C:56]([C@@H:58]([NH:69][C:70]([C@@H:72]([NH:79][C:80]([C@H:82]2[NH:87][C:85](=[O:86])[CH2:84][CH2:83]2)=[O:81])[CH2:73][C:74]2[N:78]=[CH:77][NH:76][CH:75]=2)=[O:71])[CH2:59][C:60]2[C:64]3[CH:65]=[CH:66][CH:67]=[CH:68][C:63]=3[NH:62][CH:61]=2)=[O:57])[CH2:53][OH:54])=[O:51])[CH2:41][C:42]2[CH:43]=[CH:44][C:45]([OH:48])=[CH:46][CH:47]=2)=[O:39])[CH2:33][CH:34]([CH3:36])[CH3:35])=[O:31])[CH2:25][CH:26]([CH3:28])[CH3:27])=[O:23])[CH2:14][CH2:15][CH2:16][NH:17][C:18]([NH2:20])=[NH:19])=[O:12])[CH2:9][CH2:8][CH2:7]1)=[O:5].CC(O)=O.[CH3:92][S:93]([OH:96])(=[O:95])=[O:94]. Product: [CH3:1][CH2:2][NH:3][C:4]([C@H:6]1[N:10]([C:11]([C@@H:13]([NH:21][C:22]([C@@H:24]([NH:29][C:30]([C@H:32]([NH:37][C:38]([C@@H:40]([NH:49][C:50]([C@@H:52]([NH:55][C:56]([C@@H:58]([NH:69][C:70]([C@@H:72]([NH:79][C:80]([C@H:82]2[NH:87][C:85](=[O:86])[CH2:84][CH2:83]2)=[O:81])[CH2:73][C:74]2[NH:78][CH:77]=[N:76][CH:75]=2)=[O:71])[CH2:59][C:60]2[C:64]3[C:63](=[CH:68][CH:67]=[CH:66][CH:65]=3)[NH:62][CH:61]=2)=[O:57])[CH2:53][OH:54])=[O:51])[CH2:41][C:42]2[CH:43]=[CH:44][C:45]([OH:48])=[CH:46][CH:47]=2)=[O:39])[CH2:33][CH:34]([CH3:36])[CH3:35])=[O:31])[CH2:25][CH:26]([CH3:28])[CH3:27])=[O:23])[CH2:14][CH2:15][CH2:16][N:17]=[C:18]([NH2:20])[NH2:19])=[O:12])[CH2:9][CH2:8][CH2:7]1)=[O:5].[CH3:92][S:93]([OH:96])(=[O:95])=[O:94]. The catalyst class is: 6.